From a dataset of Forward reaction prediction with 1.9M reactions from USPTO patents (1976-2016). Predict the product of the given reaction. (1) The product is: [F:1][C:2]1[CH:17]=[CH:16][CH:15]=[C:14]([C:18]([F:21])([F:19])[F:20])[C:3]=1[CH2:4][N:5]1[C:10]([CH3:11])=[C:9]([I:22])[C:8](=[O:12])[NH:7][C:6]1=[O:13]. Given the reactants [F:1][C:2]1[CH:17]=[CH:16][CH:15]=[C:14]([C:18]([F:21])([F:20])[F:19])[C:3]=1[CH2:4][N:5]1[C:10]([CH3:11])=[CH:9][C:8](=[O:12])[NH:7][C:6]1=[O:13].[I:22]Cl, predict the reaction product. (2) The product is: [NH:12]([C:14]([O:15][CH2:5][C:6]1[CH:11]=[CH:10][CH:9]=[CH:8][CH:7]=1)=[O:17])[NH:13][C:2]([O:4][CH2:5][C:6]1[CH:11]=[CH:10][CH:9]=[CH:8][CH:7]=1)=[O:3]. Given the reactants Cl[C:2]([O:4][CH2:5][C:6]1[CH:11]=[CH:10][CH:9]=[CH:8][CH:7]=1)=[O:3].[NH2:12][NH2:13].[C:14](=[O:17])([O-])[O-:15].[Na+].[Na+], predict the reaction product. (3) Given the reactants [O:1]1[C:5]2[CH:6]=[CH:7][C:8]([C:10]3([C:13]([NH:15][C:16]4[CH:21]=[CH:20][C:19]([CH:22]([OH:31])[C:23]5[CH:28]=[CH:27][CH:26]=[CH:25][C:24]=5[O:29][CH3:30])=[CH:18][N:17]=4)=[O:14])[CH2:12][CH2:11]3)=[CH:9][C:4]=2[O:3][CH2:2]1.[CH:32]([N:35]([CH:39]([CH3:41])[CH3:40])[CH2:36][CH2:37]O)([CH3:34])[CH3:33].O1C2C=CC(C3(C(NC4C=CC(C(OCCCO)C5C=CC=CC=5OC)=CN=4)=O)CC3)=CC=2OC1, predict the reaction product. The product is: [O:1]1[C:5]2[CH:6]=[CH:7][C:8]([C:10]3([C:13]([NH:15][C:16]4[CH:21]=[CH:20][C:19]([CH:22]([O:31][CH2:37][CH2:36][N:35]([CH:39]([CH3:41])[CH3:40])[CH:32]([CH3:34])[CH3:33])[C:23]5[CH:28]=[CH:27][CH:26]=[CH:25][C:24]=5[O:29][CH3:30])=[CH:18][N:17]=4)=[O:14])[CH2:12][CH2:11]3)=[CH:9][C:4]=2[O:3][CH2:2]1. (4) Given the reactants [Cl:1][C:2]1[CH:3]=[N:4][CH:5]=[C:6]([O:8][C:9]2[CH:14]=[CH:13][C:12]([NH:15][S:16]([C:19]3[CH:24]=[CH:23][C:22]([S:25][CH3:26])=[CH:21][CH:20]=3)(=[O:18])=[O:17])=[CH:11][C:10]=2[C:27]([F:30])([F:29])[F:28])[CH:7]=1.[OH:31]OS([O-])=O.[K+], predict the reaction product. The product is: [Cl:1][C:2]1[CH:3]=[N:4][CH:5]=[C:6]([O:8][C:9]2[CH:14]=[CH:13][C:12]([NH:15][S:16]([C:19]3[CH:20]=[CH:21][C:22]([S:25]([CH3:26])=[O:31])=[CH:23][CH:24]=3)(=[O:17])=[O:18])=[CH:11][C:10]=2[C:27]([F:28])([F:30])[F:29])[CH:7]=1. (5) The product is: [CH3:25][C:2]1([CH3:1])[C:6]2[C:7]([O:17][C:18]3[N:23]=[CH:22][C:21]([NH:24][C:42]([C@H:41]([NH:40][C:38](=[O:39])[O:37][C:34]([CH3:36])([CH3:35])[CH3:33])[CH2:45][CH3:46])=[O:43])=[CH:20][CH:19]=3)=[CH:8][CH:9]=[C:10]([CH3:11])[C:5]=2[O:4][CH2:3]1. Given the reactants [CH3:1][C:2]1([CH3:25])[C:6]2[C:7]([O:17][C:18]3[N:23]=[CH:22][C:21]([NH2:24])=[CH:20][CH:19]=3)=[CH:8][C:9](OC(F)(F)F)=[C:10]([CH3:11])[C:5]=2[O:4][CH2:3]1.C(N(CC)CC)C.[CH3:33][C:34]([O:37][C:38]([NH:40][C@H:41]([CH2:45][CH3:46])[C:42](O)=[O:43])=[O:39])([CH3:36])[CH3:35].C(P1(=O)OP(CCC)(=O)OP(CCC)(=O)O1)CC.C([O-])([O-])=O.[Na+].[Na+], predict the reaction product. (6) Given the reactants [C:1]1([C:7]#[C:8][C:9]2[CH:10]=[C:11]([CH:15]=[CH:16][CH:17]=2)[C:12]([OH:14])=[O:13])[CH:6]=[CH:5][CH:4]=[CH:3][CH:2]=1.[H][H], predict the reaction product. The product is: [C:1]1([CH2:7][CH2:8][C:9]2[CH:10]=[C:11]([CH:15]=[CH:16][CH:17]=2)[C:12]([OH:14])=[O:13])[CH:2]=[CH:3][CH:4]=[CH:5][CH:6]=1. (7) Given the reactants Cl[CH2:2][C:3]([C:5]1[CH:6]=[CH:7][C:8]2[O:12][C:11](=[O:13])[NH:10][C:9]=2[CH:14]=1)=[O:4].[F:15][C:16]([F:42])([F:41])[C:17]1[CH:18]=[C:19]([CH:34]=[C:35]([C:37]([F:40])([F:39])[F:38])[CH:36]=1)[CH2:20][NH:21][C:22]([C:24]1([CH2:30][CH:31]2[CH2:33][CH2:32]2)[CH2:29][CH2:28][NH:27][CH2:26][CH2:25]1)=[O:23].C(N(CC)C(C)C)(C)C, predict the reaction product. The product is: [F:41][C:16]([F:15])([F:42])[C:17]1[CH:18]=[C:19]([CH:34]=[C:35]([C:37]([F:40])([F:39])[F:38])[CH:36]=1)[CH2:20][NH:21][C:22]([C:24]1([CH2:30][CH:31]2[CH2:33][CH2:32]2)[CH2:25][CH2:26][N:27]([CH2:2][C:3](=[O:4])[C:5]2[CH:6]=[CH:7][C:8]3[O:12][C:11](=[O:13])[NH:10][C:9]=3[CH:14]=2)[CH2:28][CH2:29]1)=[O:23]. (8) The product is: [C:22]([C:13]1[CH:12]=[C:11]([CH3:10])[C:16]2[NH:17][C:18](=[O:20])[O:19][C:15]=2[CH:14]=1)(=[O:23])[CH3:21]. Given the reactants [Cl-].[Al+3].[Cl-].[Cl-].CN(C=O)C.[CH3:10][C:11]1[C:16]2[NH:17][C:18](=[O:20])[O:19][C:15]=2[CH:14]=[CH:13][CH:12]=1.[CH3:21][C:22](OC(C)=O)=[O:23], predict the reaction product. (9) Given the reactants [N+:1]([C:4]1[CH:9]=[CH:8][C:7]([C:10]2[CH:15]=[CH:14][C:13]([S:16]([N:19]3[CH:23]([C:24]([OH:26])=[O:25])[CH2:22][CH:21]4[CH2:27][CH2:28][CH2:29][CH:20]34)(=[O:18])=[O:17])=[CH:12][CH:11]=2)=[CH:6][CH:5]=1)([O-])=O.C, predict the reaction product. The product is: [NH2:1][C:4]1[CH:9]=[CH:8][C:7]([C:10]2[CH:11]=[CH:12][C:13]([S:16]([N:19]3[CH:23]([C:24]([OH:26])=[O:25])[CH2:22][CH:21]4[CH2:27][CH2:28][CH2:29][CH:20]34)(=[O:18])=[O:17])=[CH:14][CH:15]=2)=[CH:6][CH:5]=1. (10) Given the reactants N(C(OCC)=O)=NC(OCC)=O.O[CH:14]1[S:18][CH2:17][N:16]([C:19]2[CH:24]=[CH:23][CH:22]=[C:21]([C:25]([F:28])([F:27])[F:26])[CH:20]=2)[C:15]1=[O:29].[CH3:30][C:31]([C:34]1[CH:38]=[CH:37][NH:36][N:35]=1)([CH3:33])[CH3:32].C1(P(C2C=CC=CC=2)C2C=CC=CC=2)C=CC=CC=1, predict the reaction product. The product is: [CH3:30][C:31]([C:34]1[CH:38]=[CH:37][N:36]([CH:14]2[S:18][CH2:17][N:16]([C:19]3[CH:24]=[CH:23][CH:22]=[C:21]([C:25]([F:28])([F:27])[F:26])[CH:20]=3)[C:15]2=[O:29])[N:35]=1)([CH3:33])[CH3:32].